From a dataset of Forward reaction prediction with 1.9M reactions from USPTO patents (1976-2016). Predict the product of the given reaction. Given the reactants [OH:1][C@H:2]1[CH2:7][CH2:6][CH2:5][CH2:4][C@@H:3]1[N:8]1[C:12]([C:13]2[CH:18]=[CH:17][CH:16]=[CH:15][CH:14]=2)=[C:11]([C:19]([O:21][CH2:22][CH3:23])=[O:20])[N:10]=[CH:9]1.C(N(CC)CC)C, predict the reaction product. The product is: [O:1]=[C:2]1[CH2:7][CH2:6][CH2:5][CH2:4][CH:3]1[N:8]1[C:12]([C:13]2[CH:18]=[CH:17][CH:16]=[CH:15][CH:14]=2)=[C:11]([C:19]([O:21][CH2:22][CH3:23])=[O:20])[N:10]=[CH:9]1.